From a dataset of Forward reaction prediction with 1.9M reactions from USPTO patents (1976-2016). Predict the product of the given reaction. (1) Given the reactants [C:1]([O:4][CH:5](SC)[C:6](=[O:26])[C@@H:7]([NH:15][C:16]([O:18][CH2:19][C:20]1[CH:25]=[CH:24][CH:23]=[CH:22][CH:21]=1)=[O:17])[CH2:8][C:9]1[CH:14]=[CH:13][CH:12]=[CH:11][CH:10]=1)(=[O:3])[CH3:2].[BH4-].[Na+].Cl, predict the reaction product. The product is: [C:1]([O:4][CH2:5][CH:6]([OH:26])[C@@H:7]([NH:15][C:16]([O:18][CH2:19][C:20]1[CH:25]=[CH:24][CH:23]=[CH:22][CH:21]=1)=[O:17])[CH2:8][C:9]1[CH:14]=[CH:13][CH:12]=[CH:11][CH:10]=1)(=[O:3])[CH3:2]. (2) The product is: [CH:1]1[C:10]2[C:5](=[CH:6][CH:7]=[CH:8][CH:9]=2)[CH:4]=[CH:3][C:2]=1[CH2:11][NH:12][CH:13]1[CH:14]2[CH:18]1[CH2:17][N:16]([C:19]1[CH:29]=[CH:28][C:22]([C:23]([OH:25])=[O:24])=[CH:21][CH:20]=1)[CH2:15]2. Given the reactants [CH:1]1[C:10]2[C:5](=[CH:6][CH:7]=[CH:8][CH:9]=2)[CH:4]=[CH:3][C:2]=1[CH2:11][NH:12][CH:13]1[CH:18]2[CH:14]1[CH2:15][N:16]([C:19]1[CH:29]=[CH:28][C:22]([C:23]([O:25]CC)=[O:24])=[CH:21][CH:20]=1)[CH2:17]2.C[Si](C)(C)[O-].[K+], predict the reaction product.